From a dataset of Peptide-MHC class I binding affinity with 185,985 pairs from IEDB/IMGT. Regression. Given a peptide amino acid sequence and an MHC pseudo amino acid sequence, predict their binding affinity value. This is MHC class I binding data. (1) The peptide sequence is ITDNGPMPY. The MHC is HLA-A31:01 with pseudo-sequence HLA-A31:01. The binding affinity (normalized) is 0.345. (2) The peptide sequence is IRKVEWPDL. The MHC is HLA-A11:01 with pseudo-sequence HLA-A11:01. The binding affinity (normalized) is 0.0847. (3) The peptide sequence is LLVLQAGFFL. The MHC is HLA-A02:02 with pseudo-sequence HLA-A02:02. The binding affinity (normalized) is 0.685. (4) The peptide sequence is RMPEAAPPV. The MHC is Mamu-A01 with pseudo-sequence Mamu-A01. The binding affinity (normalized) is 0.860. (5) The peptide sequence is YIPPYCTI. The MHC is Mamu-A02 with pseudo-sequence Mamu-A02. The binding affinity (normalized) is 0. (6) The peptide sequence is KIDVVGIEW. The MHC is HLA-B15:01 with pseudo-sequence HLA-B15:01. The binding affinity (normalized) is 0.0847. (7) The peptide sequence is ILGPPGSVY. The MHC is HLA-A01:01 with pseudo-sequence HLA-A01:01. The binding affinity (normalized) is 0.190.